Dataset: Forward reaction prediction with 1.9M reactions from USPTO patents (1976-2016). Task: Predict the product of the given reaction. (1) The product is: [CH3:1][O:2][CH2:3][CH2:4][N:5]([CH2:23][C:24]1[CH:36]=[CH:35][C:27]([O:28][CH2:29][C:30]([OH:32])=[O:31])=[C:26]([CH3:37])[CH:25]=1)[C:6]1[C:7]([CH3:22])=[C:8]([C:12]2[CH:13]=[CH:14][C:15]([C:18]([F:21])([F:20])[F:19])=[CH:16][CH:17]=2)[CH:9]=[CH:10][CH:11]=1. Given the reactants [CH3:1][O:2][CH2:3][CH2:4][N:5]([CH2:23][C:24]1[CH:36]=[CH:35][C:27]([O:28][CH2:29][C:30]([O:32]CC)=[O:31])=[C:26]([CH3:37])[CH:25]=1)[C:6]1[C:7]([CH3:22])=[C:8]([C:12]2[CH:17]=[CH:16][C:15]([C:18]([F:21])([F:20])[F:19])=[CH:14][CH:13]=2)[CH:9]=[CH:10][CH:11]=1.[OH-].[Na+], predict the reaction product. (2) The product is: [F:15][C:16]1[CH:17]=[C:18]([CH:21]=[CH:22][CH:23]=1)[CH2:19][O:10][C:7]1[CH:8]=[CH:9][C:4]([N+:1]([O-:3])=[O:2])=[C:5]([C:11]([F:12])([F:13])[F:14])[CH:6]=1. Given the reactants [N+:1]([C:4]1[CH:9]=[CH:8][C:7]([OH:10])=[CH:6][C:5]=1[C:11]([F:14])([F:13])[F:12])([O-:3])=[O:2].[F:15][C:16]1[CH:17]=[C:18]([CH:21]=[CH:22][CH:23]=1)[CH2:19]Br, predict the reaction product. (3) Given the reactants [OH:1][C@H:2]1[CH2:7][CH2:6][C@H:5]([N:8]2[CH2:12][CH2:11][C@:10]3([CH2:17][CH2:16][CH2:15][N:14]([C:18]([O:20][CH2:21][C:22]4[CH:27]=[CH:26][CH:25]=[CH:24][CH:23]=4)=[O:19])[CH2:13]3)[C:9]2=[O:28])[CH2:4][CH2:3]1.CN(C)C=O.N1C=CN=C1.Cl[Si:40]([CH2:45][CH3:46])([CH2:43][CH3:44])[CH2:41][CH3:42], predict the reaction product. The product is: [O:28]=[C:9]1[C@@:10]2([CH2:17][CH2:16][CH2:15][N:14]([C:18]([O:20][CH2:21][C:22]3[CH:23]=[CH:24][CH:25]=[CH:26][CH:27]=3)=[O:19])[CH2:13]2)[CH2:11][CH2:12][N:8]1[C@H:5]1[CH2:4][CH2:3][C@H:2]([O:1][Si:40]([CH2:45][CH3:46])([CH2:43][CH3:44])[CH2:41][CH3:42])[CH2:7][CH2:6]1. (4) Given the reactants [Br:1][C:2]1[C:7]([F:8])=[CH:6][C:5]([S:9](Cl)(=[O:11])=[O:10])=[C:4]([F:13])[CH:3]=1.[CH:14]1([NH2:17])[CH2:16][CH2:15]1, predict the reaction product. The product is: [Br:1][C:2]1[C:7]([F:8])=[CH:6][C:5]([S:9]([NH:17][CH:14]2[CH2:16][CH2:15]2)(=[O:11])=[O:10])=[C:4]([F:13])[CH:3]=1. (5) Given the reactants [OH:1][C:2]1[CH:7]=[C:6]([CH3:8])[C:5]([CH3:9])=[CH:4][C:3]=1[C:10]1([CH3:33])[O:14][N:13]=[C:12]([C:15]2[N:16]=[C:17]([CH:20]3[CH2:25][CH2:24][N:23]([C:26]([O:28][C:29]([CH3:32])([CH3:31])[CH3:30])=[O:27])[CH2:22][CH2:21]3)[S:18][CH:19]=2)[CH2:11]1.C(=O)([O-])[O-].[K+].[K+].Br[CH2:41][C:42]#[CH:43].O, predict the reaction product. The product is: [CH3:8][C:6]1[C:5]([CH3:9])=[CH:4][C:3]([C:10]2([CH3:33])[O:14][N:13]=[C:12]([C:15]3[N:16]=[C:17]([CH:20]4[CH2:25][CH2:24][N:23]([C:26]([O:28][C:29]([CH3:32])([CH3:31])[CH3:30])=[O:27])[CH2:22][CH2:21]4)[S:18][CH:19]=3)[CH2:11]2)=[C:2]([O:1][CH2:43][C:42]#[CH:41])[CH:7]=1. (6) The product is: [CH2:1]([O:8][CH2:9][CH2:10][N:11]1[C:17](=[O:18])[C@@H:16]([NH:19][C:20](=[O:27])[C:21]([CH3:25])([CH3:26])[C:22]([NH:39][CH2:38][C:37]([F:44])([F:36])[C:40]([F:43])([F:42])[F:41])=[O:23])[C:15]2[CH:28]=[CH:29][CH:30]=[CH:31][C:14]=2[C:13]2[CH:32]=[CH:33][CH:34]=[CH:35][C:12]1=2)[C:2]1[CH:7]=[CH:6][CH:5]=[CH:4][CH:3]=1. Given the reactants [CH2:1]([O:8][CH2:9][CH2:10][N:11]1[C:17](=[O:18])[C@@H:16]([NH:19][C:20](=[O:27])[C:21]([CH3:26])([CH3:25])[C:22](O)=[O:23])[C:15]2[CH:28]=[CH:29][CH:30]=[CH:31][C:14]=2[C:13]2[CH:32]=[CH:33][CH:34]=[CH:35][C:12]1=2)[C:2]1[CH:7]=[CH:6][CH:5]=[CH:4][CH:3]=1.[F:36][C:37]([F:44])([C:40]([F:43])([F:42])[F:41])[CH2:38][NH2:39], predict the reaction product. (7) Given the reactants [CH2:1]([O:8][C:9](=[O:24])[CH2:10][CH2:11][C@H:12]([NH:16][C:17]([O:19][C:20]([CH3:23])([CH3:22])[CH3:21])=[O:18])[C:13]([OH:15])=O)[C:2]1[CH:7]=[CH:6][CH:5]=[CH:4][CH:3]=1.[C:25]([NH:28][NH2:29])(=O)[CH3:26], predict the reaction product. The product is: [CH2:1]([O:8][C:9](=[O:24])[CH2:10][CH2:11][C@H:12]([NH:16][C:17]([O:19][C:20]([CH3:23])([CH3:22])[CH3:21])=[O:18])[C:13]1[O:15][C:25]([CH3:26])=[N:28][N:29]=1)[C:2]1[CH:3]=[CH:4][CH:5]=[CH:6][CH:7]=1. (8) Given the reactants [H-].[Na+].[C:3]([O:7][C:8](=[O:19])[CH2:9][C:10]1[CH:15]=[CH:14][C:13]([S:16][CH3:17])=[CH:12][C:11]=1[CH3:18])([CH3:6])([CH3:5])[CH3:4].[F:20][C:21]1[CH:28]=[CH:27][C:24]([CH2:25]Br)=[CH:23][CH:22]=1, predict the reaction product. The product is: [C:3]([O:7][C:8](=[O:19])[CH:9]([C:10]1[CH:15]=[CH:14][C:13]([S:16][CH3:17])=[CH:12][C:11]=1[CH3:18])[CH2:25][C:24]1[CH:27]=[CH:28][C:21]([F:20])=[CH:22][CH:23]=1)([CH3:5])([CH3:4])[CH3:6]. (9) Given the reactants O=S(Cl)Cl.[Br:5][C:6]1[C:7]([Cl:15])=[N:8][CH:9]=[C:10]([CH:14]=1)[C:11]([OH:13])=O.CCN(C(C)C)C(C)C.[F:25][C:26]([F:36])([F:35])[O:27][C:28]1[CH:34]=[CH:33][C:31]([NH2:32])=[CH:30][CH:29]=1.Cl, predict the reaction product. The product is: [Br:5][C:6]1[C:7]([Cl:15])=[N:8][CH:9]=[C:10]([CH:14]=1)[C:11]([NH:32][C:31]1[CH:33]=[CH:34][C:28]([O:27][C:26]([F:25])([F:35])[F:36])=[CH:29][CH:30]=1)=[O:13]. (10) Given the reactants C[CH:2]([CH:6]1[C:14]2[C:9](=[CH:10][CH:11]=[CH:12][C:13]=2[N+:15]([O-:17])=[O:16])[NH:8][CH2:7]1)[C:3]([O-:5])=[O:4].[C:18](=O)(O)[O-].[Na+].[I-].[K+].Br[CH2:26][C:27]([O:29][CH2:30][CH3:31])=[O:28], predict the reaction product. The product is: [N+:15]([C:13]1[CH:12]=[CH:11][CH:10]=[C:9]2[C:14]=1[CH:6]([CH2:2][C:3]([O:5][CH3:18])=[O:4])[CH2:7][N:8]2[CH2:26][C:27]([O:29][CH2:30][CH3:31])=[O:28])([O-:17])=[O:16].